From a dataset of Forward reaction prediction with 1.9M reactions from USPTO patents (1976-2016). Predict the product of the given reaction. (1) Given the reactants C(O)C(N)(CO)CO.Cl.C1C(C(N[C@H](C(O)=O)CCC(O)=O)=O)=CC=C(N(C=O)CC2C=CC3NC(N)=NC(=O)C=3C=2)C=1.[CH:44]1[CH:49]=[N+:48]([C@@H:50]2[O:54][C@H:53]([CH2:55][O:56][P:57]([O:60][P:61]([O:64][CH2:65][C@H:66]3[O:70][C@@H:69]([N:71]4[C:75]5[N:76]=[CH:77][N:78]=[C:79]([NH2:80])[C:74]=5[N:73]=[CH:72]4)[C@H:68]([O:81][P:82]([OH:85])([OH:84])=[O:83])[C@@H:67]3[OH:86])([OH:63])=[O:62])([OH:59])=[O:58])[C@@H:52]([OH:87])[C@H:51]2[OH:88])[CH:47]=[C:46]([C:89]([NH2:91])=[O:90])[CH:45]=1.C(=O)CC.[O-]P(OP([O-])([O-])=O)(=O)[O-].[Na+].[Na+].[Na+].[Na+], predict the reaction product. The product is: [CH:77]1[N:78]=[C:79]([NH2:80])[C:74]2[N:73]=[CH:72][N:71]([C@@H:69]3[O:70][C@H:66]([CH2:65][O:64][P:61]([O:60][P:57]([O:56][CH2:55][C@H:53]4[O:54][C@@H:50]([N:48]5[CH:47]=[C:46]([C:89]([NH2:91])=[O:90])[CH2:45][CH:44]=[CH:49]5)[C@H:51]([OH:88])[C@@H:52]4[OH:87])([OH:59])=[O:58])([OH:63])=[O:62])[C@@H:67]([OH:86])[C@H:68]3[O:81][P:82]([OH:85])([OH:84])=[O:83])[C:75]=2[N:76]=1. (2) Given the reactants [CH3:1][N:2]([CH3:24])[C:3](=[O:23])[C:4]1[CH:9]=[C:8]([C:10]2[CH:15]=[CH:14][CH:13]=[CH:12][CH:11]=2)[CH:7]=[CH:6][C:5]=1[CH2:16][N:17]1[CH2:22][CH2:21][NH:20][CH2:19][CH2:18]1.CC#N.[C:28](=O)([O:37]N1C(=O)CCC1=O)[O:29][N:30]1[C:34](=[O:35])[CH2:33][CH2:32][C:31]1=[O:36].C(N(CC)CC)C, predict the reaction product. The product is: [CH3:1][N:2]([CH3:24])[C:3]([C:4]1[CH:9]=[C:8]([C:10]2[CH:15]=[CH:14][CH:13]=[CH:12][CH:11]=2)[CH:7]=[CH:6][C:5]=1[CH2:16][N:17]1[CH2:22][CH2:21][N:20]([C:28]([O:29][N:30]2[C:34](=[O:35])[CH2:33][CH2:32][C:31]2=[O:36])=[O:37])[CH2:19][CH2:18]1)=[O:23]. (3) Given the reactants CI.[CH3:3][C:4]1([CH3:14])[CH2:9][CH2:8][C:7](=[O:10])[CH2:6][C@@H:5]1[C:11]([OH:13])=[O:12].[C:15]([O-])([O-])=O.[K+].[K+], predict the reaction product. The product is: [CH3:3][C:4]1([CH3:14])[CH2:9][CH2:8][C:7](=[O:10])[CH2:6][C@@H:5]1[C:11]([O:13][CH3:15])=[O:12].